Dataset: NCI-60 drug combinations with 297,098 pairs across 59 cell lines. Task: Regression. Given two drug SMILES strings and cell line genomic features, predict the synergy score measuring deviation from expected non-interaction effect. (1) Drug 1: C1=CC(=CC=C1CC(C(=O)O)N)N(CCCl)CCCl.Cl. Drug 2: CC1=C2C(C(=O)C3(C(CC4C(C3C(C(C2(C)C)(CC1OC(=O)C(C(C5=CC=CC=C5)NC(=O)C6=CC=CC=C6)O)O)OC(=O)C7=CC=CC=C7)(CO4)OC(=O)C)O)C)OC(=O)C. Cell line: KM12. Synergy scores: CSS=25.9, Synergy_ZIP=-4.65, Synergy_Bliss=-7.34, Synergy_Loewe=-40.1, Synergy_HSA=-3.33. (2) Drug 1: COC1=C(C=C2C(=C1)N=CN=C2NC3=CC(=C(C=C3)F)Cl)OCCCN4CCOCC4. Drug 2: CC1=C(C=C(C=C1)C(=O)NC2=CC(=CC(=C2)C(F)(F)F)N3C=C(N=C3)C)NC4=NC=CC(=N4)C5=CN=CC=C5. Cell line: NCI-H226. Synergy scores: CSS=20.8, Synergy_ZIP=-3.50, Synergy_Bliss=1.46, Synergy_Loewe=-0.261, Synergy_HSA=0.108. (3) Cell line: TK-10. Synergy scores: CSS=4.59, Synergy_ZIP=-2.14, Synergy_Bliss=-0.954, Synergy_Loewe=-13.3, Synergy_HSA=-3.23. Drug 2: C1=CC=C(C(=C1)C(C2=CC=C(C=C2)Cl)C(Cl)Cl)Cl. Drug 1: CCC1=C2CN3C(=CC4=C(C3=O)COC(=O)C4(CC)O)C2=NC5=C1C=C(C=C5)O. (4) Drug 1: C1C(C(OC1N2C=NC3=C(N=C(N=C32)Cl)N)CO)O. Drug 2: CC(C)(C#N)C1=CC(=CC(=C1)CN2C=NC=N2)C(C)(C)C#N. Cell line: SF-268. Synergy scores: CSS=4.68, Synergy_ZIP=-1.86, Synergy_Bliss=-0.925, Synergy_Loewe=-1.87, Synergy_HSA=-2.44. (5) Drug 1: C1CCN(CC1)CCOC2=CC=C(C=C2)C(=O)C3=C(SC4=C3C=CC(=C4)O)C5=CC=C(C=C5)O. Drug 2: CC1=C(C(=CC=C1)Cl)NC(=O)C2=CN=C(S2)NC3=CC(=NC(=N3)C)N4CCN(CC4)CCO. Cell line: SF-268. Synergy scores: CSS=15.9, Synergy_ZIP=-0.256, Synergy_Bliss=8.33, Synergy_Loewe=-1.89, Synergy_HSA=4.83. (6) Drug 1: C1CC(C1)(C(=O)O)C(=O)O.[NH2-].[NH2-].[Pt+2]. Drug 2: C1CNP(=O)(OC1)N(CCCl)CCCl. Cell line: SF-268. Synergy scores: CSS=1.14, Synergy_ZIP=-2.15, Synergy_Bliss=-0.725, Synergy_Loewe=-8.17, Synergy_HSA=-2.19. (7) Drug 1: CCC1=CC2CC(C3=C(CN(C2)C1)C4=CC=CC=C4N3)(C5=C(C=C6C(=C5)C78CCN9C7C(C=CC9)(C(C(C8N6C)(C(=O)OC)O)OC(=O)C)CC)OC)C(=O)OC.C(C(C(=O)O)O)(C(=O)O)O. Drug 2: CN1C2=C(C=C(C=C2)N(CCCl)CCCl)N=C1CCCC(=O)O.Cl. Cell line: BT-549. Synergy scores: CSS=51.6, Synergy_ZIP=-3.11, Synergy_Bliss=-0.948, Synergy_Loewe=-40.8, Synergy_HSA=0.151. (8) Drug 1: CC1=C(C=C(C=C1)C(=O)NC2=CC(=CC(=C2)C(F)(F)F)N3C=C(N=C3)C)NC4=NC=CC(=N4)C5=CN=CC=C5. Drug 2: C1=NC2=C(N=C(N=C2N1C3C(C(C(O3)CO)O)F)Cl)N. Cell line: NCI-H322M. Synergy scores: CSS=-5.88, Synergy_ZIP=2.41, Synergy_Bliss=-4.63, Synergy_Loewe=-9.06, Synergy_HSA=-11.6.